This data is from Reaction yield outcomes from USPTO patents with 853,638 reactions. The task is: Predict the reaction yield, written as a fraction of the theoretical maximum amount of product (1.0 means a 100% yield; for example, 0.34 means a 34% yield). (1) The reactants are [F:1][C:2]1[CH:3]=[C:4]([C:15]23[CH2:22][CH2:21][C:18]([CH2:23][CH2:24][O:25][CH2:26][C:27]([O:29][C:30]([CH3:33])([CH3:32])[CH3:31])=[O:28])([CH2:19][CH2:20]2)[CH2:17][O:16]3)[CH:5]=[C:6]([O:8]C2CCCCO2)[CH:7]=1.CC1C=CC(S([O-])(=O)=O)=CC=1.C1C=C[NH+]=CC=1. The catalyst is CO. The product is [F:1][C:2]1[CH:3]=[C:4]([C:15]23[CH2:20][CH2:19][C:18]([CH2:23][CH2:24][O:25][CH2:26][C:27]([O:29][C:30]([CH3:33])([CH3:32])[CH3:31])=[O:28])([CH2:21][CH2:22]2)[CH2:17][O:16]3)[CH:5]=[C:6]([OH:8])[CH:7]=1. The yield is 0.890. (2) The reactants are Cl[CH2:2][C:3]1[S:7][C:6]([C:8]2[NH:9][C:10]3[C:15]([CH:16]=2)=[CH:14][CH:13]=[CH:12][C:11]=3[N:17]([CH3:26])[S:18]([C:21]2[S:22][CH:23]=[CH:24][CH:25]=2)(=[O:20])=[O:19])=[N:5][CH:4]=1.[N:27]1([CH2:33][C:34]([O:36][CH2:37][CH3:38])=[O:35])[CH2:32][CH2:31][NH:30][CH2:29][CH2:28]1.C(N(CC)CC)C.O. The catalyst is CN(C)C=O. The product is [CH2:37]([O:36][C:34](=[O:35])[CH2:33][N:27]1[CH2:32][CH2:31][N:30]([CH2:2][C:3]2[S:7][C:6]([C:8]3[NH:9][C:10]4[C:15]([CH:16]=3)=[CH:14][CH:13]=[CH:12][C:11]=4[N:17]([CH3:26])[S:18]([C:21]3[S:22][CH:23]=[CH:24][CH:25]=3)(=[O:20])=[O:19])=[N:5][CH:4]=2)[CH2:29][CH2:28]1)[CH3:38]. The yield is 0.570.